From a dataset of hERG potassium channel inhibition data for cardiac toxicity prediction from Karim et al.. Regression/Classification. Given a drug SMILES string, predict its toxicity properties. Task type varies by dataset: regression for continuous values (e.g., LD50, hERG inhibition percentage) or binary classification for toxic/non-toxic outcomes (e.g., AMES mutagenicity, cardiotoxicity, hepatotoxicity). Dataset: herg_karim. (1) The compound is CC(C)(Cc1ccc2ccccc2c1)NC[C@@H](O)COc1ccc(CCC(=O)O)cc1. The result is 1 (blocker). (2) The drug is O=C(c1ccccn1)[C@]12Cc3cnn(-c4ccc(F)cc4)c3C=C1CCN(S(=O)(=O)c1ccc(F)cc1)C2. The result is 1 (blocker).